This data is from Catalyst prediction with 721,799 reactions and 888 catalyst types from USPTO. The task is: Predict which catalyst facilitates the given reaction. Reactant: [Cl:1][C:2]1[CH:7]=[CH:6][C:5]([C:8]([CH3:18])([CH3:17])[CH2:9][CH:10]([OH:16])[C:11]([O:13][CH2:14][CH3:15])=[O:12])=[CH:4][C:3]=1[O:19][CH3:20].CS(C)=O.C(N(CC)CC)C.[Cl-].[NH4+]. Product: [CH2:14]([O:13][C:11](=[O:12])[C:10](=[O:16])[CH2:9][C:8]([C:5]1[CH:6]=[CH:7][C:2]([Cl:1])=[C:3]([O:19][CH3:20])[CH:4]=1)([CH3:18])[CH3:17])[CH3:15]. The catalyst class is: 4.